Dataset: NCI-60 drug combinations with 297,098 pairs across 59 cell lines. Task: Regression. Given two drug SMILES strings and cell line genomic features, predict the synergy score measuring deviation from expected non-interaction effect. (1) Drug 1: CC1=C(C(CCC1)(C)C)C=CC(=CC=CC(=CC(=O)O)C)C. Drug 2: CC1=C2C(C(=O)C3(C(CC4C(C3C(C(C2(C)C)(CC1OC(=O)C(C(C5=CC=CC=C5)NC(=O)C6=CC=CC=C6)O)O)OC(=O)C7=CC=CC=C7)(CO4)OC(=O)C)O)C)OC(=O)C. Cell line: A549. Synergy scores: CSS=51.6, Synergy_ZIP=17.1, Synergy_Bliss=15.5, Synergy_Loewe=12.7, Synergy_HSA=14.6. (2) Drug 1: C1=CC=C(C(=C1)C(C2=CC=C(C=C2)Cl)C(Cl)Cl)Cl. Drug 2: N.N.Cl[Pt+2]Cl. Cell line: BT-549. Synergy scores: CSS=13.5, Synergy_ZIP=-0.916, Synergy_Bliss=6.72, Synergy_Loewe=-16.2, Synergy_HSA=-1.62. (3) Drug 1: CC1OCC2C(O1)C(C(C(O2)OC3C4COC(=O)C4C(C5=CC6=C(C=C35)OCO6)C7=CC(=C(C(=C7)OC)O)OC)O)O. Drug 2: CC1=C(N=C(N=C1N)C(CC(=O)N)NCC(C(=O)N)N)C(=O)NC(C(C2=CN=CN2)OC3C(C(C(C(O3)CO)O)O)OC4C(C(C(C(O4)CO)O)OC(=O)N)O)C(=O)NC(C)C(C(C)C(=O)NC(C(C)O)C(=O)NCCC5=NC(=CS5)C6=NC(=CS6)C(=O)NCCC[S+](C)C)O. Cell line: NCIH23. Synergy scores: CSS=58.9, Synergy_ZIP=-3.64, Synergy_Bliss=0.660, Synergy_Loewe=4.48, Synergy_HSA=5.69. (4) Drug 1: CN(C)N=NC1=C(NC=N1)C(=O)N. Drug 2: CCCCC(=O)OCC(=O)C1(CC(C2=C(C1)C(=C3C(=C2O)C(=O)C4=C(C3=O)C=CC=C4OC)O)OC5CC(C(C(O5)C)O)NC(=O)C(F)(F)F)O. Cell line: UACC-257. Synergy scores: CSS=-1.38, Synergy_ZIP=4.76, Synergy_Bliss=4.44, Synergy_Loewe=0.453, Synergy_HSA=-1.42. (5) Drug 1: CCCCC(=O)OCC(=O)C1(CC(C2=C(C1)C(=C3C(=C2O)C(=O)C4=C(C3=O)C=CC=C4OC)O)OC5CC(C(C(O5)C)O)NC(=O)C(F)(F)F)O. Drug 2: CC1=C(C(=O)C2=C(C1=O)N3CC4C(C3(C2COC(=O)N)OC)N4)N. Cell line: PC-3. Synergy scores: CSS=23.4, Synergy_ZIP=-10.2, Synergy_Bliss=-4.70, Synergy_Loewe=-4.17, Synergy_HSA=-2.51.